This data is from CYP2C9 inhibition data for predicting drug metabolism from PubChem BioAssay. The task is: Regression/Classification. Given a drug SMILES string, predict its absorption, distribution, metabolism, or excretion properties. Task type varies by dataset: regression for continuous measurements (e.g., permeability, clearance, half-life) or binary classification for categorical outcomes (e.g., BBB penetration, CYP inhibition). Dataset: cyp2c9_veith. The drug is Cn1c(=O)c(-c2ccc(F)cc2)nc2cncnc21. The result is 0 (non-inhibitor).